From a dataset of Full USPTO retrosynthesis dataset with 1.9M reactions from patents (1976-2016). Predict the reactants needed to synthesize the given product. (1) Given the product [S:3]([O-:13])(=[O:12])([C:5]1[CH:6]=[CH:7][C:8]([NH2:11])=[CH:9][CH:10]=1)=[O:4].[Al+3:1].[Mg+2:2].[S:3]([O-:13])(=[O:12])([C:5]1[CH:6]=[CH:7][C:8]([NH2:11])=[CH:9][CH:10]=1)=[O:4].[S:3]([O-:13])(=[O:12])([C:5]1[CH:6]=[CH:7][C:8]([NH2:11])=[CH:9][CH:10]=1)=[O:4].[S:3]([O-:13])(=[O:12])([C:5]1[CH:6]=[CH:7][C:8]([NH2:11])=[CH:9][CH:10]=1)=[O:4].[S:3]([O-:13])(=[O:12])([C:5]1[CH:6]=[CH:7][C:8]([NH2:11])=[CH:9][CH:10]=1)=[O:4], predict the reactants needed to synthesize it. The reactants are: [Al:1].[Mg:2].[S:3]([OH:13])(=[O:12])([C:5]1[CH:10]=[CH:9][C:8]([NH2:11])=[CH:7][CH:6]=1)=[O:4]. (2) Given the product [Br:1][C:2]1[C:3]2[CH:10]=[CH:9][CH:8]=[CH:7][C:4]=2[S:5][C:6]=1[N+:11]([O-:13])=[O:12], predict the reactants needed to synthesize it. The reactants are: [Br:1][C:2]1[C:3]2[CH:10]=[CH:9][CH:8]=[CH:7][C:4]=2[S:5][CH:6]=1.[N+:11]([O-])([OH:13])=[O:12]. (3) Given the product [F:36][C:2]([F:1])([F:35])[C:3]1[CH:34]=[CH:33][C:6]2=[N:7][N:8]([C:10]3[CH:11]=[C:12]([CH:19]=[C:20]([C:23]([C:26]4[CH:31]=[CH:30][CH:29]=[CH:28][C:27]=4[F:32])([CH3:25])[CH3:24])[C:21]=3[OH:22])[CH2:13][CH2:14][C:15]([OH:17])=[O:16])[N:9]=[C:5]2[CH:4]=1, predict the reactants needed to synthesize it. The reactants are: [F:1][C:2]([F:36])([F:35])[C:3]1[CH:34]=[CH:33][C:6]2=[N:7][N:8]([C:10]3[CH:11]=[C:12]([CH:19]=[C:20]([C:23]([C:26]4[CH:31]=[CH:30][CH:29]=[CH:28][C:27]=4[F:32])([CH3:25])[CH3:24])[C:21]=3[OH:22])[CH2:13][CH2:14][C:15]([O:17]C)=[O:16])[N:9]=[C:5]2[CH:4]=1.Cl. (4) Given the product [CH:1]1[C:9]2[C:8]3[CH:10]=[CH:11][CH:12]=[CH:13][C:7]=3[O:6][C:5]=2[C:4]([NH:14][C:15]2[C:20]([NH2:21])=[CH:19][CH:18]=[CH:17][N:16]=2)=[CH:3][CH:2]=1, predict the reactants needed to synthesize it. The reactants are: [CH:1]1[C:9]2[C:8]3[CH:10]=[CH:11][CH:12]=[CH:13][C:7]=3[O:6][C:5]=2[C:4]([NH:14][C:15]2[C:20]([N+:21]([O-])=O)=[CH:19][CH:18]=[CH:17][N:16]=2)=[CH:3][CH:2]=1. (5) Given the product [CH2:21]([O:20][C:17]1[CH:18]=[CH:19][C:14]([S:11]([N:10]2[CH2:8][CH2:7][O:6][CH2:5][CH:4]2[C:3]([O:2][CH3:1])=[O:25])(=[O:13])=[O:12])=[CH:15][CH:16]=1)[C:22]#[C:23][CH3:24], predict the reactants needed to synthesize it. The reactants are: [CH3:1][O:2][C:3](=[O:25])[CH:4]([NH:10][S:11]([C:14]1[CH:19]=[CH:18][C:17]([O:20][CH2:21][C:22]#[C:23][CH3:24])=[CH:16][CH:15]=1)(=[O:13])=[O:12])[CH2:5][O:6][CH2:7][CH2:8]Br.C(=O)([O-])[O-].[K+].[K+].